From a dataset of Catalyst prediction with 721,799 reactions and 888 catalyst types from USPTO. Predict which catalyst facilitates the given reaction. (1) Reactant: [NH2:1][C:2]1[N:6]([CH3:7])[N:5]=[CH:4][C:3]=1[NH:8][C:9]([C@@H:11]([NH:23][C:24](=[O:33])[O:25][CH2:26][C:27]1[CH:32]=[CH:31][CH:30]=[CH:29][CH:28]=1)[CH2:12][CH2:13][CH2:14][NH:15][C:16](=[O:22])[O:17][C:18]([CH3:21])([CH3:20])[CH3:19])=[O:10].C(N(CC)CC)C.[C:41]1([C:47](Cl)([C:54]2[CH:59]=[CH:58][CH:57]=[CH:56][CH:55]=2)[C:48]2[CH:53]=[CH:52][CH:51]=[CH:50][CH:49]=2)[CH:46]=[CH:45][CH:44]=[CH:43][CH:42]=1. Product: [CH3:7][N:6]1[C:2]([NH:1][C:47]([C:41]2[CH:46]=[CH:45][CH:44]=[CH:43][CH:42]=2)([C:54]2[CH:55]=[CH:56][CH:57]=[CH:58][CH:59]=2)[C:48]2[CH:49]=[CH:50][CH:51]=[CH:52][CH:53]=2)=[C:3]([NH:8][C:9]([C@@H:11]([NH:23][C:24](=[O:33])[O:25][CH2:26][C:27]2[CH:28]=[CH:29][CH:30]=[CH:31][CH:32]=2)[CH2:12][CH2:13][CH2:14][NH:15][C:16](=[O:22])[O:17][C:18]([CH3:21])([CH3:20])[CH3:19])=[O:10])[CH:4]=[N:5]1. The catalyst class is: 22. (2) Reactant: [N+]([C:4]1[CH:12]=[C:11]2[C:7]([CH:8]=C[NH:10]2)=[CH:6][CH:5]=1)([O-])=O.[N:13]([O-])=O.[Na+].Cl. Product: [NH:10]1[C:11]2[C:7](=[CH:6][CH:5]=[CH:4][CH:12]=2)[CH:8]=[N:13]1. The catalyst class is: 6. (3) Reactant: [F:1][C:2]([F:20])([F:19])[C:3]1[CH:4]=[C:5]([CH:16]=[CH:17][CH:18]=1)[S:6][CH2:7][C:8]1[O:12][N:11]=[C:10]([C:13]([OH:15])=O)[CH:9]=1.C(N(CC)CC)C.Cl.C(N=C=NCCCN(C)C)C.ON1C2C=CC=CC=2N=N1.[O:50]1[CH2:54][CH2:53][CH:52]([CH2:55][NH2:56])[CH2:51]1. Product: [O:50]1[CH2:54][CH2:53][CH:52]([CH2:55][NH:56][C:13]([C:10]2[CH:9]=[C:8]([CH2:7][S:6][C:5]3[CH:16]=[CH:17][CH:18]=[C:3]([C:2]([F:1])([F:20])[F:19])[CH:4]=3)[O:12][N:11]=2)=[O:15])[CH2:51]1. The catalyst class is: 408.